From a dataset of NCI-60 drug combinations with 297,098 pairs across 59 cell lines. Regression. Given two drug SMILES strings and cell line genomic features, predict the synergy score measuring deviation from expected non-interaction effect. (1) Drug 1: C1CC(C1)(C(=O)O)C(=O)O.[NH2-].[NH2-].[Pt+2]. Drug 2: CC1=C2C(C(=O)C3(C(CC4C(C3C(C(C2(C)C)(CC1OC(=O)C(C(C5=CC=CC=C5)NC(=O)OC(C)(C)C)O)O)OC(=O)C6=CC=CC=C6)(CO4)OC(=O)C)O)C)O. Cell line: ACHN. Synergy scores: CSS=20.6, Synergy_ZIP=-7.71, Synergy_Bliss=0.394, Synergy_Loewe=0.0475, Synergy_HSA=1.08. (2) Drug 1: C1CC(=O)NC(=O)C1N2C(=O)C3=CC=CC=C3C2=O. Drug 2: C(CN)CNCCSP(=O)(O)O. Cell line: SF-295. Synergy scores: CSS=18.1, Synergy_ZIP=-1.65, Synergy_Bliss=3.02, Synergy_Loewe=-23.7, Synergy_HSA=-12.3. (3) Drug 1: CNC(=O)C1=CC=CC=C1SC2=CC3=C(C=C2)C(=NN3)C=CC4=CC=CC=N4. Cell line: LOX IMVI. Drug 2: CC(C)(C#N)C1=CC(=CC(=C1)CN2C=NC=N2)C(C)(C)C#N. Synergy scores: CSS=-2.04, Synergy_ZIP=0.326, Synergy_Bliss=0.256, Synergy_Loewe=-1.50, Synergy_HSA=-1.18.